From a dataset of Catalyst prediction with 721,799 reactions and 888 catalyst types from USPTO. Predict which catalyst facilitates the given reaction. (1) Reactant: [C:1]([O:4][C:5]1[CH:31]=[CH:30][C:8]([CH2:9][S:10][C:11]2[C:21]3[CH2:20][CH2:19][N:18]([C:22]([O:24][C:25]([CH3:28])([CH3:27])[CH3:26])=[O:23])[CH2:17][CH2:16][C:15]=3[CH:14]=[CH:13][C:12]=2[Cl:29])=[CH:7][CH:6]=1)(=O)[CH3:2].C(=O)([O-])[O-].[K+].[K+].N(C(OC(C)C)=O)=NC(OC(C)C)=O.[C:52]1(P([C:52]2[CH:57]=[CH:56]C=[CH:54][CH:53]=2)[C:52]2[CH:57]=[CH:56]C=[CH:54][CH:53]=2)[CH:57]=[CH:56]C=[CH:54][CH:53]=1.C1(CO)CCCCC1. Product: [C:25]([O:24][C:22]([N:18]1[CH2:19][CH2:20][C:21]2[C:11]([S:10][CH2:9][C:8]3[CH:7]=[CH:6][C:5]([O:4][CH2:1][CH:2]4[CH2:56][CH2:57][CH2:52][CH2:53][CH2:54]4)=[CH:31][CH:30]=3)=[C:12]([Cl:29])[CH:13]=[CH:14][C:15]=2[CH2:16][CH2:17]1)=[O:23])([CH3:28])([CH3:27])[CH3:26]. The catalyst class is: 24. (2) The catalyst class is: 16. Product: [NH2:1][C:2]1[C:15]2[C:14](=[O:16])[C:13]([C:17]#[N:18])=[CH:12][N:7]3[C@@H:8]([CH3:11])[CH2:9][O:10][C:5]([C:6]=23)=[C:4]([NH:32][C@H:29]2[CH2:30][CH2:31][C@H:27]([C:23]3[CH:22]=[N:21][CH:26]=[CH:25][CH:24]=3)[CH2:28]2)[C:3]=1[F:20]. Reactant: [NH2:1][C:2]1[C:15]2[C:14](=[O:16])[C:13]([C:17]#[N:18])=[CH:12][N:7]3[C@@H:8]([CH3:11])[CH2:9][O:10][C:5]([C:6]=23)=[C:4](F)[C:3]=1[F:20].[N:21]1[CH:26]=[CH:25][CH:24]=[C:23]([C@@H:27]2[CH2:31][CH2:30][C@@H:29]([NH2:32])[CH2:28]2)[CH:22]=1.C(N(C(C)C)CC)(C)C.